This data is from Full USPTO retrosynthesis dataset with 1.9M reactions from patents (1976-2016). The task is: Predict the reactants needed to synthesize the given product. (1) The reactants are: [C:1]1([C:7]2[CH2:8][C:9](=O)[CH2:10][S:11][CH:12]=2)[CH:6]=[CH:5][CH:4]=[CH:3][CH:2]=1.C([O-])(=O)C.[NH4+].C([BH3-])#[N:20].[Na+]. Given the product [NH2:20][C:9]1[CH2:10][S:11][CH:12]=[C:7]([C:1]2[CH:6]=[CH:5][CH:4]=[CH:3][CH:2]=2)[CH:8]=1, predict the reactants needed to synthesize it. (2) Given the product [Br:8][C:4]1[CH:3]=[C:2]([CH:19]([C:16]2[CH:17]=[CH:18][O:14][CH:15]=2)[NH2:20])[CH:7]=[CH:6][CH:5]=1, predict the reactants needed to synthesize it. The reactants are: Br[C:2]1[CH:7]=[CH:6][CH:5]=[C:4]([Br:8])[CH:3]=1.C([Li])CCC.[O:14]1[CH:18]=[CH:17][C:16]([C:19]#[N:20])=[CH:15]1.[BH4-].[Na+].[Cl-].[NH4+]. (3) Given the product [C:20]([O:54][C@@:51]1([C:55](=[O:58])[CH2:56][OH:57])[C@:46]2([CH3:59])[C@H:45]([C@H:44]3[C@H:49]([C@@H:48]([OH:50])[CH2:47]2)[C@@:38]2([CH3:60])[CH2:37][C:36]4[CH:35]=[N:34][N:33]([C:30]5[CH:29]=[CH:28][C:27]([F:26])=[CH:32][CH:31]=5)[C:41]=4[CH:40]=[C:39]2[CH2:42][CH2:43]3)[CH2:53][CH2:52]1)(=[O:19])[CH3:21], predict the reactants needed to synthesize it. The reactants are: CC1C=CC(S(O)(=O)=O)=CC=1.N1C=CC=CC=1.C[O:19][C:20](OC)(OC)[CH3:21].[F:26][C:27]1[CH:32]=[CH:31][C:30]([N:33]2[C:41]3[CH:40]=[C:39]4[CH2:42][CH2:43][C@@H:44]5[C@@H:49]([C@@:38]4([CH3:60])[CH2:37][C:36]=3[CH:35]=[N:34]2)[C@@H:48]([OH:50])[CH2:47][C@:46]2([CH3:59])[C@:51]([C:55](=[O:58])[CH2:56][OH:57])([OH:54])[CH2:52][CH2:53][C@@H:45]52)=[CH:29][CH:28]=1.O.CC1C=CC(S(O)(=O)=O)=CC=1.C([O-])(O)=O.[Na+]. (4) Given the product [CH3:15][S:16]([O:7][CH2:1][CH:2]1[O:6][CH2:5][CH2:4][CH2:3]1)(=[O:18])=[O:17], predict the reactants needed to synthesize it. The reactants are: [CH2:1]([OH:7])[CH:2]1[O:6][CH2:5][CH2:4][CH2:3]1.C(N(CC)CC)C.[CH3:15][S:16](Cl)(=[O:18])=[O:17]. (5) The reactants are: [CH:1]1([N:6]2[CH2:12][C:11]([F:14])([F:13])[C:10](=[O:15])[N:9]([CH3:16])[C:8]3[CH:17]=[N:18][C:19]([NH:21][C:22]4[CH:30]=[CH:29][C:25]([C:26]([OH:28])=O)=[CH:24][C:23]=4[O:31][CH3:32])=[N:20][C:7]2=3)[CH2:5][CH2:4][CH2:3][CH2:2]1.CN(C(ON1[N:49]=[N:48][C:43]2[CH:44]=[CH:45][CH:46]=NC1=2)=[N+](C)C)C.F[P-](F)(F)(F)(F)F.N1(N)CCCC1. Given the product [CH:1]1([N:6]2[CH2:12][C:11]([F:14])([F:13])[C:10](=[O:15])[N:9]([CH3:16])[C:8]3[CH:17]=[N:18][C:19]([NH:21][C:22]4[CH:30]=[CH:29][C:25]([C:26]([NH:49][N:48]5[CH2:43][CH2:44][CH2:45][CH2:46]5)=[O:28])=[CH:24][C:23]=4[O:31][CH3:32])=[N:20][C:7]2=3)[CH2:5][CH2:4][CH2:3][CH2:2]1, predict the reactants needed to synthesize it. (6) Given the product [C:16]([O:20][C:21](=[O:29])[NH:22][C:23]([CH3:28])([CH3:27])[CH2:24][CH2:25][NH:1][C:2]1[CH:7]=[CH:6][C:5]([O:8][CH3:9])=[CH:4][C:3]=1[C:10]([CH2:13][CH3:14])([OH:15])[CH2:11][CH3:12])([CH3:19])([CH3:18])[CH3:17], predict the reactants needed to synthesize it. The reactants are: [NH2:1][C:2]1[CH:7]=[CH:6][C:5]([O:8][CH3:9])=[CH:4][C:3]=1[C:10]([OH:15])([CH2:13][CH3:14])[CH2:11][CH3:12].[C:16]([O:20][C:21](=[O:29])[NH:22][C:23]([CH3:28])([CH3:27])[CH2:24][CH:25]=O)([CH3:19])([CH3:18])[CH3:17]. (7) Given the product [C:1]([O:5][C:6]([N:8]1[CH2:13][CH2:12][C:11]2[N:14]([CH3:20])[C:15]([C:17](=[O:19])[NH:60][C:55]3[CH:56]=[CH:57][CH:58]=[CH:59][C:54]=3[NH:53][C:46]([O:48][C:49]([CH3:52])([CH3:51])[CH3:50])=[O:47])=[CH:16][C:10]=2[CH2:9]1)=[O:7])([CH3:2])([CH3:3])[CH3:4], predict the reactants needed to synthesize it. The reactants are: [C:1]([O:5][C:6]([N:8]1[CH2:13][CH2:12][C:11]2[N:14]([CH3:20])[C:15]([C:17]([OH:19])=O)=[CH:16][C:10]=2[CH2:9]1)=[O:7])([CH3:4])([CH3:3])[CH3:2].C1CCC(N=C=NC2CCCCC2)CC1.C1C=CC2N(O)N=NC=2C=1.[C:46]([NH:53][C:54]1[CH:59]=[CH:58][CH:57]=[CH:56][C:55]=1[NH2:60])([O:48][C:49]([CH3:52])([CH3:51])[CH3:50])=[O:47].